From a dataset of Reaction yield outcomes from USPTO patents with 853,638 reactions. Predict the reaction yield, written as a fraction of the theoretical maximum amount of product (1.0 means a 100% yield; for example, 0.34 means a 34% yield). (1) The reactants are [CH3:1][N:2]([CH3:23])[CH2:3][CH2:4][C:5]([C:7]1[CH:12]=[CH:11][C:10]([O:13][CH2:14][CH2:15][CH2:16][N:17]2[CH2:22][CH2:21][CH2:20][CH2:19][CH2:18]2)=[CH:9][CH:8]=1)=[O:6].[BH4-].[Na+]. The catalyst is CCO.O. The product is [CH3:23][N:2]([CH3:1])[CH2:3][CH2:4][CH:5]([C:7]1[CH:12]=[CH:11][C:10]([O:13][CH2:14][CH2:15][CH2:16][N:17]2[CH2:18][CH2:19][CH2:20][CH2:21][CH2:22]2)=[CH:9][CH:8]=1)[OH:6]. The yield is 0.730. (2) The reactants are [C:1]([CH2:3][C:4]1[CH:5]=[C:6]([CH:11]=[C:12]([CH2:14][C:15]#[N:16])[CH:13]=1)[C:7]([O:9]C)=[O:8])#[N:2].O[Li].O. The catalyst is C1COCC1.O. The product is [C:15]([CH2:14][C:12]1[CH:11]=[C:6]([CH:5]=[C:4]([CH2:3][C:1]#[N:2])[CH:13]=1)[C:7]([OH:9])=[O:8])#[N:16]. The yield is 0.900. (3) The reactants are [C:1]([C:4]1[O:5][CH:6]=[CH:7][CH:8]=1)(=O)[CH3:2].[NH:9]1[CH2:14][CH2:13][O:12][CH2:11][CH2:10]1.[BH4-].[Na+]. The catalyst is CC(C)[O-].[Ti+4].CC(C)[O-].CC(C)[O-].CC(C)[O-].CO. The product is [O:5]1[CH:6]=[CH:7][CH:8]=[C:4]1[CH:1]([N:9]1[CH2:14][CH2:13][O:12][CH2:11][CH2:10]1)[CH3:2]. The yield is 0.140.